From a dataset of Full USPTO retrosynthesis dataset with 1.9M reactions from patents (1976-2016). Predict the reactants needed to synthesize the given product. (1) Given the product [C:27]1([C:21]2[CH:26]=[CH:25][CH:24]=[CH:23][CH:22]=2)[CH:34]=[CH:33][CH:32]=[C:29]([CH2:30][NH:31][C:14]([C:12]2[S:13][C:9]([S:8][C:7]3[C:6]([Cl:20])=[CH:5][N:4]=[CH:3][C:2]=3[Cl:1])=[C:10]([N+:17]([O-:19])=[O:18])[CH:11]=2)=[O:16])[CH:28]=1, predict the reactants needed to synthesize it. The reactants are: [Cl:1][C:2]1[CH:3]=[N:4][CH:5]=[C:6]([Cl:20])[C:7]=1[S:8][C:9]1[S:13][C:12]([C:14]([OH:16])=O)=[CH:11][C:10]=1[N+:17]([O-:19])=[O:18].[C:21]1([C:27]2[CH:28]=[C:29]([CH:32]=[CH:33][CH:34]=2)[CH2:30][NH2:31])[CH:26]=[CH:25][CH:24]=[CH:23][CH:22]=1. (2) The reactants are: [N+:1]([C:4]1[C:5](Cl)=[N:6][CH:7]=[CH:8][CH:9]=1)([O-:3])=[O:2].NC(N)=[S:13].[OH-].[K+]. Given the product [SH:13][C:5]1[C:4]([N+:1]([O-:3])=[O:2])=[CH:9][CH:8]=[CH:7][N:6]=1, predict the reactants needed to synthesize it. (3) Given the product [CH3:20][O:19][C:16]1[CH:17]=[CH:18][C:13]([C:11](=[O:12])[C:10]([C:8]2[CH:7]=[CH:6][C:3]([C:4]#[N:5])=[C:2]([C:28]3[CH:29]=[N:30][CH:31]=[CH:32][CH:33]=3)[CH:9]=2)=[O:22])=[CH:14][C:15]=1[CH3:21], predict the reactants needed to synthesize it. The reactants are: Br[C:2]1[CH:9]=[C:8]([C:10](=[O:22])[C:11]([C:13]2[CH:18]=[CH:17][C:16]([O:19][CH3:20])=[C:15]([CH3:21])[CH:14]=2)=[O:12])[CH:7]=[CH:6][C:3]=1[C:4]#[N:5].C([Sn](CCCC)(CCCC)[C:28]1[CH:29]=[N:30][CH:31]=[CH:32][CH:33]=1)CCC. (4) Given the product [CH3:48][O:49][C:50]1[CH:51]=[C:52]([C:15]2[CH:16]=[C:17]3[C:12](=[CH:13][CH:14]=2)[NH:11][C:10](=[N:9][OH:8])[C:18]23[CH2:23][CH2:22][CH2:21][CH2:20][CH2:19]2)[CH:53]=[CH:54][CH:55]=1, predict the reactants needed to synthesize it. The reactants are: C([O:8][N:9]=[C:10]1[C:18]2([CH2:23][CH2:22][CH2:21][CH2:20][CH2:19]2)[C:17]2[C:12](=[CH:13][CH:14]=[CH:15][CH:16]=2)[NH:11]1)C1C=CC=CC=1.C(ON=C1C2(CCCCC2)C2C(=CC=C(Br)C=2)N1)C1C=CC=CC=1.[CH3:48][O:49][C:50]1[CH:51]=[C:52](B(O)O)[CH:53]=[CH:54][CH:55]=1.CCCCCC.